From a dataset of Forward reaction prediction with 1.9M reactions from USPTO patents (1976-2016). Predict the product of the given reaction. Given the reactants Br[C:2]1[CH:11]=[C:10]2[C:5]([C:6]([CH3:16])([CH3:15])[CH2:7][C:8](=[O:14])[N:9]2[CH2:12][CH3:13])=[CH:4][C:3]=1[CH3:17].[F:18][C:19]([F:31])([F:30])[O:20][C:21]1[CH:26]=[CH:25][CH:24]=[CH:23][C:22]=1B(O)O, predict the reaction product. The product is: [CH2:12]([N:9]1[C:10]2[C:5](=[CH:4][C:3]([CH3:17])=[C:2]([C:22]3[CH:23]=[CH:24][CH:25]=[CH:26][C:21]=3[O:20][C:19]([F:18])([F:31])[F:30])[CH:11]=2)[C:6]([CH3:16])([CH3:15])[CH2:7][C:8]1=[O:14])[CH3:13].